From a dataset of Reaction yield outcomes from USPTO patents with 853,638 reactions. Predict the reaction yield, written as a fraction of the theoretical maximum amount of product (1.0 means a 100% yield; for example, 0.34 means a 34% yield). The reactants are [Cl:1][C:2]1[CH:7]=[CH:6][C:5]([CH3:8])=[CH:4][C:3]=1[O:9][CH3:10].C1C(=O)N([Br:18])C(=O)C1.CC(N=NC(C#N)(C)C)(C#N)C. The product is [Br:18][CH2:8][C:5]1[CH:6]=[CH:7][C:2]([Cl:1])=[C:3]([O:9][CH3:10])[CH:4]=1. The catalyst is C(Cl)(Cl)(Cl)Cl. The yield is 0.920.